From a dataset of Reaction yield outcomes from USPTO patents with 853,638 reactions. Predict the reaction yield, written as a fraction of the theoretical maximum amount of product (1.0 means a 100% yield; for example, 0.34 means a 34% yield). (1) The reactants are [Cl:1][C:2]1[CH:3]=[C:4]([CH:13]=[C:14]([Cl:16])[CH:15]=1)[CH2:5][C@@H:6]1[CH2:11][NH:10][C:9](=[O:12])[CH2:8][O:7]1.[H-].[Na+].[CH3:19][O:20][C:21]1[CH:28]=[CH:27][C:24]([CH2:25]Cl)=[CH:23][CH:22]=1. The catalyst is CN(C)C=O. The product is [Cl:16][C:14]1[CH:13]=[C:4]([CH:3]=[C:2]([Cl:1])[CH:15]=1)[CH2:5][C@@H:6]1[CH2:11][N:10]([CH2:25][C:24]2[CH:27]=[CH:28][C:21]([O:20][CH3:19])=[CH:22][CH:23]=2)[C:9](=[O:12])[CH2:8][O:7]1. The yield is 0.790. (2) The reactants are [F:1][C:2]1[CH:7]=[CH:6][C:5]([C:8]2[N:9]=[C:10]3[CH:15]=[CH:14][CH:13]=[N:12][N:11]3[C:16]=2[C:17]2[CH:22]=[CH:21][N:20]=[C:19]([NH2:23])[CH:18]=2)=[CH:4][C:3]=1[CH3:24].[CH:25]1([C:28](Cl)=[O:29])[CH2:27][CH2:26]1.C(N(CC)CC)C.C(=O)([O-])O.[Na+]. The catalyst is O1CCCC1. The product is [F:1][C:2]1[CH:7]=[CH:6][C:5]([C:8]2[N:9]=[C:10]3[CH:15]=[CH:14][CH:13]=[N:12][N:11]3[C:16]=2[C:17]2[CH:22]=[CH:21][N:20]=[C:19]([NH:23][C:28]([CH:25]3[CH2:27][CH2:26]3)=[O:29])[CH:18]=2)=[CH:4][C:3]=1[CH3:24]. The yield is 0.620.